Dataset: NCI-60 drug combinations with 297,098 pairs across 59 cell lines. Task: Regression. Given two drug SMILES strings and cell line genomic features, predict the synergy score measuring deviation from expected non-interaction effect. (1) Drug 1: CN(C)N=NC1=C(NC=N1)C(=O)N. Drug 2: C1C(C(OC1N2C=NC(=NC2=O)N)CO)O. Cell line: RXF 393. Synergy scores: CSS=10.6, Synergy_ZIP=-4.07, Synergy_Bliss=-3.00, Synergy_Loewe=-11.5, Synergy_HSA=-2.31. (2) Synergy scores: CSS=7.50, Synergy_ZIP=-4.15, Synergy_Bliss=-1.23, Synergy_Loewe=-8.85, Synergy_HSA=0.525. Cell line: NCI-H460. Drug 1: C1CNP(=O)(OC1)N(CCCl)CCCl. Drug 2: C1=CC(=C(C=C1I)F)NC2=C(C=CC(=C2F)F)C(=O)NOCC(CO)O. (3) Drug 1: CC1CCC2CC(C(=CC=CC=CC(CC(C(=O)C(C(C(=CC(C(=O)CC(OC(=O)C3CCCCN3C(=O)C(=O)C1(O2)O)C(C)CC4CCC(C(C4)OC)O)C)C)O)OC)C)C)C)OC. Drug 2: CCC1=C2CN3C(=CC4=C(C3=O)COC(=O)C4(CC)O)C2=NC5=C1C=C(C=C5)O. Cell line: 786-0. Synergy scores: CSS=24.7, Synergy_ZIP=-4.35, Synergy_Bliss=1.44, Synergy_Loewe=-14.7, Synergy_HSA=0.681. (4) Drug 2: C1=NC(=NC(=O)N1C2C(C(C(O2)CO)O)O)N. Synergy scores: CSS=-21.2, Synergy_ZIP=3.19, Synergy_Bliss=-10.3, Synergy_Loewe=-41.4, Synergy_HSA=-24.4. Drug 1: CN1C(=O)N2C=NC(=C2N=N1)C(=O)N. Cell line: M14. (5) Drug 1: B(C(CC(C)C)NC(=O)C(CC1=CC=CC=C1)NC(=O)C2=NC=CN=C2)(O)O. Drug 2: CC1CC(C(C(C=C(C(C(C=CC=C(C(=O)NC2=CC(=O)C(=C(C1)C2=O)OC)C)OC)OC(=O)N)C)C)O)OC. Cell line: NCI-H460. Synergy scores: CSS=74.8, Synergy_ZIP=2.46, Synergy_Bliss=1.67, Synergy_Loewe=0.325, Synergy_HSA=3.19. (6) Drug 2: C1=CC(=CC=C1CCCC(=O)O)N(CCCl)CCCl. Drug 1: CC1C(C(CC(O1)OC2CC(CC3=C2C(=C4C(=C3O)C(=O)C5=C(C4=O)C(=CC=C5)OC)O)(C(=O)C)O)N)O.Cl. Synergy scores: CSS=54.2, Synergy_ZIP=-0.694, Synergy_Bliss=-2.20, Synergy_Loewe=-4.94, Synergy_HSA=0.248. Cell line: CCRF-CEM. (7) Drug 1: C1C(C(OC1N2C=C(C(=O)NC2=O)F)CO)O. Drug 2: CS(=O)(=O)OCCCCOS(=O)(=O)C. Cell line: 786-0. Synergy scores: CSS=11.6, Synergy_ZIP=-4.56, Synergy_Bliss=0.376, Synergy_Loewe=-8.37, Synergy_HSA=0.272. (8) Drug 1: CC1C(C(CC(O1)OC2CC(CC3=C2C(=C4C(=C3O)C(=O)C5=C(C4=O)C(=CC=C5)OC)O)(C(=O)CO)O)N)O.Cl. Drug 2: CC12CCC3C(C1CCC2OP(=O)(O)O)CCC4=C3C=CC(=C4)OC(=O)N(CCCl)CCCl.[Na+]. Cell line: SNB-75. Synergy scores: CSS=-1.67, Synergy_ZIP=-3.09, Synergy_Bliss=-2.32, Synergy_Loewe=-5.46, Synergy_HSA=-5.45.